This data is from Full USPTO retrosynthesis dataset with 1.9M reactions from patents (1976-2016). The task is: Predict the reactants needed to synthesize the given product. The reactants are: C[Al](C)C.CCCCCC.[Cl-].[NH4+:12].[C:13]([C:15]1[C:20]2[N:21]=[C:22]([C:24]([O:26]CC)=O)[O:23][C:19]=2[C:18]([F:29])=[C:17]([C:30]2[CH:35]=[CH:34][CH:33]=[CH:32][CH:31]=2)[C:16]=1[CH3:36])#[N:14].Cl. Given the product [C:13]([C:15]1[C:20]2[N:21]=[C:22]([C:24]([NH2:12])=[O:26])[O:23][C:19]=2[C:18]([F:29])=[C:17]([C:30]2[CH:35]=[CH:34][CH:33]=[CH:32][CH:31]=2)[C:16]=1[CH3:36])#[N:14], predict the reactants needed to synthesize it.